From a dataset of TCR-epitope binding with 47,182 pairs between 192 epitopes and 23,139 TCRs. Binary Classification. Given a T-cell receptor sequence (or CDR3 region) and an epitope sequence, predict whether binding occurs between them. (1) The epitope is KAFSPEVIPMF. The TCR CDR3 sequence is CASSQGPDSPLHF. Result: 0 (the TCR does not bind to the epitope). (2) The epitope is CTELKLSDY. The TCR CDR3 sequence is CASSLVGDYSYNEQFF. Result: 0 (the TCR does not bind to the epitope). (3) The epitope is YYRRATRRIR. The TCR CDR3 sequence is CSVAGTSGGIVVNEQYF. Result: 1 (the TCR binds to the epitope). (4) The epitope is TPGPGVRYPL. The TCR CDR3 sequence is CASSPGQIYGYTF. Result: 0 (the TCR does not bind to the epitope). (5) The epitope is YFPLQSYGF. The TCR CDR3 sequence is CASSEAVSGASTYGYTF. Result: 1 (the TCR binds to the epitope). (6) The epitope is HPKVSSEVHI. The TCR CDR3 sequence is CASSPSWGRNQPQHF. Result: 0 (the TCR does not bind to the epitope).